This data is from Full USPTO retrosynthesis dataset with 1.9M reactions from patents (1976-2016). The task is: Predict the reactants needed to synthesize the given product. (1) Given the product [CH2:1]([C:3]1[C:4](=[O:9])[CH:5]=[CH:6][C:7](=[N:11][OH:12])[CH:8]=1)[CH3:2], predict the reactants needed to synthesize it. The reactants are: [CH2:1]([C:3]1[CH:8]=[CH:7][CH:6]=[CH:5][C:4]=1[OH:9])[CH3:2].Cl.[N:11]([O-])=[O:12].[Na+]. (2) Given the product [CH3:26][C:24]1[CH:23]=[C:22]([C:27]2[CH:32]=[CH:31][C:30]([C:33]([F:36])([F:35])[F:34])=[C:29]([CH3:37])[CH:28]=2)[N:21]=[C:20]([C:16]2[CH:15]=[C:14]([C:11]3[S:10][C:9]([S:6]([NH2:5])(=[O:7])=[O:8])=[CH:13][CH:12]=3)[CH:19]=[CH:18][CH:17]=2)[N:25]=1, predict the reactants needed to synthesize it. The reactants are: C([NH:5][S:6]([C:9]1[S:10][C:11]([C:14]2[CH:19]=[CH:18][CH:17]=[C:16]([C:20]3[N:25]=[C:24]([CH3:26])[CH:23]=[C:22]([C:27]4[CH:32]=[CH:31][C:30]([C:33]([F:36])([F:35])[F:34])=[C:29]([CH3:37])[CH:28]=4)[N:21]=3)[CH:15]=2)=[CH:12][CH:13]=1)(=[O:8])=[O:7])(C)(C)C.C(O)(C(F)(F)F)=O. (3) Given the product [CH3:58][N:59]([CH3:65])[C:60](=[O:64])[C:61]([N:46]1[CH2:45][CH2:44][N:43]([CH2:42][CH2:41][NH:40][C@:5]23[CH2:36][CH2:35][C@@H:34]([C:37]([CH3:39])=[CH2:38])[C@@H:6]2[C@@H:7]2[C@@:2]([CH3:1])([CH2:3][CH2:4]3)[C@@:19]3([CH3:20])[C@@H:10]([C@:11]4([CH3:33])[C@@H:16]([CH2:17][CH2:18]3)[C:15]([CH3:21])([CH3:22])[C:14]([C:23]3[CH:32]=[CH:31][C:26]([C:27]([O:29][CH3:30])=[O:28])=[CH:25][CH:24]=3)=[CH:13][CH2:12]4)[CH2:9][CH2:8]2)[CH2:48][CH2:47]1)=[O:62], predict the reactants needed to synthesize it. The reactants are: [CH3:1][C@:2]12[C@@:19]3([CH3:20])[C@@H:10]([C@:11]4([CH3:33])[C@@H:16]([CH2:17][CH2:18]3)[C:15]([CH3:22])([CH3:21])[C:14]([C:23]3[CH:32]=[CH:31][C:26]([C:27]([O:29][CH3:30])=[O:28])=[CH:25][CH:24]=3)=[CH:13][CH2:12]4)[CH2:9][CH2:8][C@@H:7]1[C@H:6]1[C@H:34]([C:37]([CH3:39])=[CH2:38])[CH2:35][CH2:36][C@:5]1([NH:40][CH2:41][CH2:42][N:43]1[CH2:48][CH2:47][NH:46][CH2:45][CH2:44]1)[CH2:4][CH2:3]2.C(N(C(C)C)C(C)C)C.[CH3:58][N:59]([CH3:65])[C:60](=[O:64])[C:61](O)=[O:62]. (4) Given the product [CH3:1][N:2]1[C:7](=[O:8])[CH:6]=[CH:5][C:4]([C:9]2[S:13][C:12]([C:14]([NH:32][CH2:31][C:26]3[CH:27]=[CH:28][CH:29]=[CH:30][N:25]=3)=[O:16])=[N:11][C:10]=2[C:19]2[CH:20]=[CH:21][CH:22]=[CH:23][CH:24]=2)=[N:3]1, predict the reactants needed to synthesize it. The reactants are: [CH3:1][N:2]1[C:7](=[O:8])[CH:6]=[CH:5][C:4]([C:9]2[S:13][C:12]([C:14]([O:16]CC)=O)=[N:11][C:10]=2[C:19]2[CH:24]=[CH:23][CH:22]=[CH:21][CH:20]=2)=[N:3]1.[N:25]1[CH:30]=[CH:29][CH:28]=[CH:27][C:26]=1[CH2:31][NH2:32].